From a dataset of Forward reaction prediction with 1.9M reactions from USPTO patents (1976-2016). Predict the product of the given reaction. The product is: [Br:1][C:2]1[CH:10]=[CH:9][C:8]2[N:7]3[CH2:11][CH2:12][CH:13]([O:14][Si:21]([C:18]([CH3:20])([CH3:19])[CH3:17])([CH3:23])[CH3:22])[C:6]3=[CH:5][C:4]=2[CH:3]=1. Given the reactants [Br:1][C:2]1[CH:10]=[CH:9][C:8]2[N:7]3[CH2:11][CH2:12][C:13](=[O:14])[C:6]3=[CH:5][C:4]=2[CH:3]=1.[BH4-].[Na+].[CH3:17][C:18]([Si:21](Cl)([CH3:23])[CH3:22])([CH3:20])[CH3:19].N1C=CN=C1, predict the reaction product.